From a dataset of Full USPTO retrosynthesis dataset with 1.9M reactions from patents (1976-2016). Predict the reactants needed to synthesize the given product. Given the product [CH2:27]([O:26][C:24]([C:2]1[N:3]([CH2:9][O:10][CH2:11][CH2:12][Si:13]([CH3:16])([CH3:15])[CH3:14])[CH:4]=[C:5]([C:7]#[N:8])[N:6]=1)=[O:25])[CH3:28], predict the reactants needed to synthesize it. The reactants are: Br[C:2]1[N:3]([CH2:9][O:10][CH2:11][CH2:12][Si:13]([CH3:16])([CH3:15])[CH3:14])[CH:4]=[C:5]([C:7]#[N:8])[N:6]=1.C([Mg]Cl)(C)C.C([C:24]([O:26][CH2:27][CH3:28])=[O:25])#N.